From a dataset of Forward reaction prediction with 1.9M reactions from USPTO patents (1976-2016). Predict the product of the given reaction. (1) The product is: [ClH:1].[CH3:31][NH:23][CH2:22][C:13]1[CH:14]=[C:15]([C:16]2[CH:21]=[CH:20][CH:19]=[CH:18][CH:17]=2)[N:11]([S:8]([C:5]2[CH:4]=[CH:3][C:2]([C:32]#[N:33])=[N:7][CH:6]=2)(=[O:9])=[O:10])[CH:12]=1. Given the reactants [Cl:1][C:2]1[N:7]=[CH:6][C:5]([S:8]([N:11]2[C:15]([C:16]3[CH:21]=[CH:20][CH:19]=[CH:18][CH:17]=3)=[CH:14][C:13]([CH2:22][N:23]([CH3:31])C(=O)OC(C)(C)C)=[CH:12]2)(=[O:10])=[O:9])=[CH:4][CH:3]=1.[CH3:32][N:33](C)C=O, predict the reaction product. (2) Given the reactants [Br:1][C:2]1[CH:8]=[CH:7][C:5]([NH2:6])=[CH:4][CH:3]=1.[C:9]([OH:13])(=[O:12])[CH:10]=[CH2:11], predict the reaction product. The product is: [Br:1][C:2]1[CH:8]=[CH:7][C:5]([NH:6][CH2:11][CH2:10][C:9]([OH:13])=[O:12])=[CH:4][CH:3]=1. (3) The product is: [Cl:33][C:34]1[N:38]([CH3:39])[N:37]=[C:36]([CH3:40])[C:35]=1[S:41]([NH:1][CH2:2][CH2:3][N:4]1[C:8](=[O:9])/[C:7](=[CH:10]/[C:11]2[CH:12]=[C:13]3[C:17](=[CH:18][CH:19]=2)[N:16]([CH2:20][C:21]2[CH:26]=[CH:25][C:24]([Cl:27])=[CH:23][C:22]=2[C:28]([F:30])([F:29])[F:31])[N:15]=[CH:14]3)/[S:6][C:5]1=[O:32])(=[O:42])=[O:43]. Given the reactants [NH2:1][CH2:2][CH2:3][N:4]1[C:8](=[O:9])/[C:7](=[CH:10]/[C:11]2[CH:12]=[C:13]3[C:17](=[CH:18][CH:19]=2)[N:16]([CH2:20][C:21]2[CH:26]=[CH:25][C:24]([Cl:27])=[CH:23][C:22]=2[C:28]([F:31])([F:30])[F:29])[N:15]=[CH:14]3)/[S:6][C:5]1=[O:32].[Cl:33][C:34]1[N:38]([CH3:39])[N:37]=[C:36]([CH3:40])[C:35]=1[S:41](Cl)(=[O:43])=[O:42], predict the reaction product.